This data is from Forward reaction prediction with 1.9M reactions from USPTO patents (1976-2016). The task is: Predict the product of the given reaction. (1) Given the reactants [Br:1][C:2]1[CH:3]=[CH:4][C:5]([C:8]#[N:9])=[N:6][CH:7]=1.[CH3:10][Mg]Br.CO.[BH4-].[Na+], predict the reaction product. The product is: [Br:1][C:2]1[CH:3]=[CH:4][C:5]([CH:8]([NH2:9])[CH3:10])=[N:6][CH:7]=1. (2) Given the reactants [N+:1]([C:4]1[CH:9]=[CH:8][C:7]([N:10]2[CH2:15][CH2:14][N:13]([CH2:16][CH2:17][NH2:18])[CH2:12][CH2:11]2)=[CH:6][CH:5]=1)([O-:3])=[O:2].[CH3:19][C:20]1[N:24]([C:25]2[CH:30]=[CH:29][CH:28]=[CH:27][CH:26]=2)[N:23]=[C:22]([CH:31]=O)[CH:21]=1, predict the reaction product. The product is: [CH3:19][C:20]1[N:24]([C:25]2[CH:26]=[CH:27][CH:28]=[CH:29][CH:30]=2)[N:23]=[C:22]([CH2:31][NH:18][CH2:17][CH2:16][N:13]2[CH2:12][CH2:11][N:10]([C:7]3[CH:6]=[CH:5][C:4]([N+:1]([O-:3])=[O:2])=[CH:9][CH:8]=3)[CH2:15][CH2:14]2)[CH:21]=1. (3) The product is: [CH3:1][C:2]1[C:9]([CH3:10])=[C:8]([O:11][CH2:19][CH2:20][CH3:21])[CH:7]=[CH:6][C:3]=1[CH:4]=[O:5]. Given the reactants [CH3:1][C:2]1[C:9]([CH3:10])=[C:8]([OH:11])[CH:7]=[CH:6][C:3]=1[CH:4]=[O:5].C([O-])([O-])=O.[K+].[K+].Br[CH2:19][CH2:20][CH3:21], predict the reaction product.